From a dataset of Full USPTO retrosynthesis dataset with 1.9M reactions from patents (1976-2016). Predict the reactants needed to synthesize the given product. (1) The reactants are: [OH:1][CH2:2][C@@H:3]([CH2:19][CH2:20][CH2:21][CH2:22][CH:23]=[CH2:24])[C:4](N1[C@@H](CC2C=CC=CC=2)COC1=O)=[O:5].C1C[O:28]CC1.OO.[Li+].[OH-]. Given the product [OH:1][CH2:2][C@@H:3]([CH2:19][CH2:20][CH2:21][CH2:22][CH:23]=[CH2:24])[C:4]([OH:5])=[O:28], predict the reactants needed to synthesize it. (2) Given the product [O:1]=[C:2]1[C:10]2[C:5](=[CH:6][CH:7]=[CH:8][CH:9]=2)[C:4](=[O:11])[N:3]1[CH:12]([CH2:21][CH:22]([CH3:24])[CH3:23])[C:13]([NH:15][C:16]1[CH:31]=[CH:26][CH:18]=[CH:19][N:20]=1)=[O:14], predict the reactants needed to synthesize it. The reactants are: [O:1]=[C:2]1[C:10]2[C:5](=[CH:6][CH:7]=[CH:8][CH:9]=2)[C:4](=[O:11])[N:3]1[CH:12]([CH2:21][CH:22]([CH3:24])[CH3:23])[C:13]([NH:15][C:16]1S[CH:18]=[CH:19][N:20]=1)=[O:14].N[C:26]1[CH:31]=CC=CN=1. (3) Given the product [F:11][C:9]1[CH:8]=[C:7]2[C:6](=[O:30])[N:5]([CH:10]=1)[CH2:4][C@H:3]([CH3:31])[CH2:2][NH:1][C:26](=[O:27])[C:25]1=[C:19]3[N:18]=[C:17]([CH:22]=[CH:21][N:20]3[N:23]=[CH:24]1)[N:13]1[C@@H:12]2[CH2:16][CH2:15][CH2:14]1, predict the reactants needed to synthesize it. The reactants are: [NH2:1][CH2:2][C@@H:3]([CH3:31])[CH2:4][N:5]1[CH:10]=[C:9]([F:11])[CH:8]=[C:7]([C@H:12]2[CH2:16][CH2:15][CH2:14][N:13]2[C:17]2[CH:22]=[CH:21][N:20]3[N:23]=[CH:24][C:25]([C:26](OC)=[O:27])=[C:19]3[N:18]=2)[C:6]1=[O:30].[OH-].[Li+].Cl.CN(C(ON1N=NC2C=CC=NC1=2)=[N+](C)C)C.F[P-](F)(F)(F)(F)F.C(N(C(C)C)C(C)C)C. (4) Given the product [N:1]1[O:2][N:3]=[C:4]2[CH:9]=[C:8]([C:10](=[O:21])[C:11]#[C:12][C:13]([OH:15])([CH3:14])[CH3:20])[CH:7]=[CH:6][C:5]=12, predict the reactants needed to synthesize it. The reactants are: [N:1]1[O:2][N:3]=[C:4]2[CH:9]=[C:8]([C:10](=[O:21])[C:11]#[C:12][C:13]([CH3:20])([O:15][Si](C)(C)C)[CH3:14])[CH:7]=[CH:6][C:5]=12.CC1C=CC(S(O)(=O)=O)=CC=1. (5) Given the product [Br:1][C:2]1[C:7](=[O:8])[N:6]2[CH:9]=[C:10]([F:13])[CH:11]=[CH:12][C:5]2=[N:4][C:3]=1[CH:14]([N:16]([CH2:17][CH2:18][S:19]([CH2:22][CH3:23])(=[O:21])=[O:20])[C:32](=[O:33])[CH2:31][C:28]1[CH:29]=[CH:30][C:25]([F:24])=[C:26]([C:35]([F:36])([F:38])[F:37])[CH:27]=1)[CH3:15], predict the reactants needed to synthesize it. The reactants are: [Br:1][C:2]1[C:7](=[O:8])[N:6]2[CH:9]=[C:10]([F:13])[CH:11]=[CH:12][C:5]2=[N:4][C:3]=1[CH:14]([NH:16][CH2:17][CH2:18][S:19]([CH2:22][CH3:23])(=[O:21])=[O:20])[CH3:15].[F:24][C:25]1[CH:30]=[CH:29][C:28]([CH2:31][C:32](O)=[O:33])=[CH:27][C:26]=1[C:35]([F:38])([F:37])[F:36].C(Cl)CCl.C1C=CC2N(O)N=NC=2C=1.CN1CCOCC1. (6) Given the product [CH2:1]([O:8][C:9]1[C:14](=[O:15])[CH:13]=[CH:12][N:20]([CH2:19][CH2:18][O:21][CH3:23])[C:10]=1[CH3:16])[C:2]1[CH:3]=[CH:4][CH:5]=[CH:6][CH:7]=1, predict the reactants needed to synthesize it. The reactants are: [CH2:1]([O:8][C:9]1[C:14](=[O:15])[CH:13]=[CH:12]O[C:10]=1[CH3:16])[C:2]1[CH:7]=[CH:6][CH:5]=[CH:4][CH:3]=1.C[CH2:18][CH2:19][NH2:20].[OH-:21].[Na+].[CH3:23]O. (7) Given the product [CH2:1]([O:8][C:9](=[O:26])[C:10]([O:12][C:13]1[CH:18]=[CH:17][CH:16]=[C:15]([CH:19]2[CH2:24][CH2:23][CH2:22][N:21]([C:36](=[O:37])[CH2:35][O:34][C:33]3[CH:39]=[CH:40][C:30]([CH:27]([CH3:28])[CH3:29])=[CH:31][CH:32]=3)[CH2:20]2)[CH:14]=1)([CH3:11])[CH3:25])[C:2]1[CH:7]=[CH:6][CH:5]=[CH:4][CH:3]=1, predict the reactants needed to synthesize it. The reactants are: [CH2:1]([O:8][C:9](=[O:26])[C:10]([CH3:25])([O:12][C:13]1[CH:18]=[CH:17][CH:16]=[C:15]([CH:19]2[CH2:24][CH2:23][CH2:22][NH:21][CH2:20]2)[CH:14]=1)[CH3:11])[C:2]1[CH:7]=[CH:6][CH:5]=[CH:4][CH:3]=1.[CH:27]([C:30]1[CH:40]=[CH:39][C:33]([O:34][CH2:35][C:36](O)=[O:37])=[CH:32][CH:31]=1)([CH3:29])[CH3:28].Cl.CN(C)CCCN=C=NCC. (8) Given the product [CH2:19]([C@H:21]1[CH2:26][N:25]([C:2]2[C:11]3[C:6](=[CH:7][CH:8]=[CH:9][CH:10]=3)[C:5]([C:12]3[CH:17]=[CH:16][C:15]([F:18])=[CH:14][CH:13]=3)=[N:4][N:3]=2)[CH2:24][CH2:23][N:22]1[C:27]([O:29][C:30]([CH3:31])([CH3:33])[CH3:32])=[O:28])[CH3:20], predict the reactants needed to synthesize it. The reactants are: Cl[C:2]1[C:11]2[C:6](=[CH:7][CH:8]=[CH:9][CH:10]=2)[C:5]([C:12]2[CH:17]=[CH:16][C:15]([F:18])=[CH:14][CH:13]=2)=[N:4][N:3]=1.[CH2:19]([C@H:21]1[CH2:26][NH:25][CH2:24][CH2:23][N:22]1[C:27]([O:29][C:30]([CH3:33])([CH3:32])[CH3:31])=[O:28])[CH3:20].C([O-])([O-])=O.[K+].[K+].O.